Dataset: Full USPTO retrosynthesis dataset with 1.9M reactions from patents (1976-2016). Task: Predict the reactants needed to synthesize the given product. (1) Given the product [ClH:42].[ClH:42].[CH3:37][O:36][C:34](=[O:35])[C:23]1[CH:22]=[C:21]([C:19]2[CH:20]=[C:15]([O:14][CH:11]3[CH2:10][CH2:9][NH:8][CH2:13][CH2:12]3)[N:16]=[N:17][C:18]=2[CH2:38][CH2:39][CH2:40][CH3:41])[CH:26]=[CH:25][C:24]=1[O:27][CH:28]1[CH2:29][CH2:30][CH2:31][CH2:32][CH2:33]1, predict the reactants needed to synthesize it. The reactants are: C(OC([N:8]1[CH2:13][CH2:12][CH:11]([O:14][C:15]2[N:16]=[N:17][C:18]([CH2:38][CH2:39][CH2:40][CH3:41])=[C:19]([C:21]3[CH:26]=[CH:25][C:24]([O:27][CH:28]4[CH2:33][CH2:32][CH2:31][CH2:30][CH2:29]4)=[C:23]([C:34]([O:36][CH3:37])=[O:35])[CH:22]=3)[CH:20]=2)[CH2:10][CH2:9]1)=O)(C)(C)C.[ClH:42]. (2) Given the product [F:1][C:2]1[CH:3]=[C:4]([CH:20]=[O:31])[C:5]2[CH:6]=[CH:7][N:8]([S:11]([C:14]3[CH:19]=[CH:18][CH:17]=[CH:16][CH:15]=3)(=[O:13])=[O:12])[C:9]=2[CH:10]=1, predict the reactants needed to synthesize it. The reactants are: [F:1][C:2]1[CH:10]=[C:9]2[C:5]([CH:6]=[CH:7][N:8]2[S:11]([C:14]2[CH:19]=[CH:18][CH:17]=[CH:16][CH:15]=2)(=[O:13])=[O:12])=[C:4]([CH:20]=C)[CH:3]=1.N1C(C)=CC=CC=1C.I([O-])(=O)(=O)=[O:31].[Na+]. (3) Given the product [I:1][C:12]1[CH:11]=[C:7]([CH:6]=[C:5]([N+:13]([O-:15])=[O:14])[C:4]=1[CH3:3])[C:8]([OH:10])=[O:9], predict the reactants needed to synthesize it. The reactants are: [I:1]I.[CH3:3][C:4]1[CH:12]=[CH:11][C:7]([C:8]([OH:10])=[O:9])=[CH:6][C:5]=1[N+:13]([O-:15])=[O:14].